Dataset: Reaction yield outcomes from USPTO patents with 853,638 reactions. Task: Predict the reaction yield, written as a fraction of the theoretical maximum amount of product (1.0 means a 100% yield; for example, 0.34 means a 34% yield). (1) The reactants are ClC(OCC)=O.[CH2:7]([O:14][C:15]([NH:17][C:18]1([C:21](O)=[O:22])[CH2:20][CH2:19]1)=[O:16])[C:8]1[CH:13]=[CH:12][CH:11]=[CH:10][CH:9]=1.C(N(CC)CC)C.[BH4-].[Na+]. The catalyst is C1COCC1.O. The product is [CH2:7]([O:14][C:15](=[O:16])[NH:17][C:18]1([CH2:21][OH:22])[CH2:20][CH2:19]1)[C:8]1[CH:9]=[CH:10][CH:11]=[CH:12][CH:13]=1. The yield is 0.970. (2) The reactants are [CH3:1][C:2]1[C:3]([N:20]([CH3:24])[CH:21]([CH3:23])[CH3:22])=[N:4][C:5]2[O:11][CH2:10][CH2:9][N:8](C(OC(C)(C)C)=O)[CH2:7][C:6]=2[N:19]=1.C(OCC)(=O)C.[ClH:31].[OH-].[Na+]. No catalyst specified. The product is [ClH:31].[CH3:24][N:20]([CH:21]([CH3:23])[CH3:22])[C:3]1[C:2]([CH3:1])=[N:19][C:6]2[CH2:7][NH:8][CH2:9][CH2:10][O:11][C:5]=2[N:4]=1. The yield is 0.760. (3) The reactants are Cl.Cl.[C:3]([C:7]1[CH:12]=[C:11]([CH3:13])[CH:10]=[CH:9][C:8]=1[N:14]1[CH2:19][CH2:18][NH:17][CH2:16][CH2:15]1)([CH3:6])([CH3:5])[CH3:4].C(N(CC)CC)C.Cl[C:28](=[O:34])[C:29]([O:31][CH2:32][CH3:33])=[O:30].O. The catalyst is C1COCC1. The product is [C:3]([C:7]1[CH:12]=[C:11]([CH3:13])[CH:10]=[CH:9][C:8]=1[N:14]1[CH2:15][CH2:16][N:17]([C:28](=[O:34])[C:29]([O:31][CH2:32][CH3:33])=[O:30])[CH2:18][CH2:19]1)([CH3:6])([CH3:4])[CH3:5]. The yield is 0.710. (4) The reactants are [CH3:1][C:2]1[N:7]=[C:6]([C:8]#[C:9][C:10]2[CH:15]=[CH:14][N:13]=[C:12](Cl)[CH:11]=2)[CH:5]=[CH:4][CH:3]=1.[CH3:17][S:18]([C:21]1[CH:26]=[CH:25][C:24](B(O)O)=[CH:23][CH:22]=1)(=[O:20])=[O:19].C(=O)([O-])[O-].[Na+].[Na+].O. The catalyst is C1(C)C=CC=CC=1.CCO. The product is [CH3:17][S:18]([C:21]1[CH:26]=[CH:25][C:24]([C:12]2[CH:11]=[C:10]([C:9]#[C:8][C:6]3[CH:5]=[CH:4][CH:3]=[C:2]([CH3:1])[N:7]=3)[CH:15]=[CH:14][N:13]=2)=[CH:23][CH:22]=1)(=[O:20])=[O:19]. The yield is 0.460. (5) The reactants are [S:1]1[C:5]2[CH:6]=[CH:7][CH:8]=[CH:9][C:4]=2[N:3]=[C:2]1[N:10]1[C:14](=[O:15])[C:13]([CH:16]=O)=[C:12]([CH3:18])[NH:11]1.[NH:19]1[CH2:24][CH2:23][CH2:22][CH2:21][CH2:20]1. The catalyst is Cl. The product is [S:1]1[C:5]2[CH:6]=[CH:7][CH:8]=[CH:9][C:4]=2[N:3]=[C:2]1[N:10]1[C:14](=[O:15])[C:13](=[CH:16][N:19]2[CH2:24][CH2:23][CH2:22][CH2:21][CH2:20]2)[C:12]([CH3:18])=[N:11]1. The yield is 0.500. (6) The reactants are [Cl:1][C:2]1[CH:26]=[C:25]([Cl:27])[C:24](B2OC(C)(C)C(C)(C)O2)=[CH:23][C:3]=1[C:4]([NH:6][C:7]1[N:11]([C:12]2[CH:17]=[CH:16][CH:15]=[CH:14][CH:13]=2)[N:10]=[C:9]([C:18]([O:20][CH2:21][CH3:22])=[O:19])[CH:8]=1)=[O:5].O1CCOCC1.Br[C:44]1[CH:49]=[CH:48][CH:47]=[CH:46][N:45]=1.C([O-])([O-])=O.[K+].[K+]. The catalyst is C1C=CC([P]([Pd]([P](C2C=CC=CC=2)(C2C=CC=CC=2)C2C=CC=CC=2)([P](C2C=CC=CC=2)(C2C=CC=CC=2)C2C=CC=CC=2)[P](C2C=CC=CC=2)(C2C=CC=CC=2)C2C=CC=CC=2)(C2C=CC=CC=2)C2C=CC=CC=2)=CC=1.O. The product is [Cl:1][C:2]1[CH:26]=[C:25]([Cl:27])[C:24]([C:44]2[CH:49]=[CH:48][CH:47]=[CH:46][N:45]=2)=[CH:23][C:3]=1[C:4]([NH:6][C:7]1[N:11]([C:12]2[CH:13]=[CH:14][CH:15]=[CH:16][CH:17]=2)[N:10]=[C:9]([C:18]([O:20][CH2:21][CH3:22])=[O:19])[CH:8]=1)=[O:5]. The yield is 0.210.